This data is from Catalyst prediction with 721,799 reactions and 888 catalyst types from USPTO. The task is: Predict which catalyst facilitates the given reaction. (1) Reactant: [F:1][C:2]([F:42])([F:41])[C:3]1[CH:4]=[C:5]([C@H:13]([N:15]([CH3:40])[C:16]([N:18]2[CH2:31][CH2:30][C@:21]3([NH:25][C@H:24]([C:26](OC)=[O:27])[CH2:23][CH2:22]3)[CH2:20][C@@H:19]2[C:32]2[CH:37]=[CH:36][C:35]([F:38])=[CH:34][C:33]=2[CH3:39])=[O:17])[CH3:14])[CH:6]=[C:7]([C:9]([F:12])([F:11])[F:10])[CH:8]=1.[BH4-].[Li+]. Product: [F:42][C:2]([F:1])([F:41])[C:3]1[CH:4]=[C:5]([C@H:13]([N:15]([CH3:40])[C:16]([N:18]2[CH2:31][CH2:30][C@:21]3([NH:25][C@H:24]([CH2:26][OH:27])[CH2:23][CH2:22]3)[CH2:20][C@@H:19]2[C:32]2[CH:37]=[CH:36][C:35]([F:38])=[CH:34][C:33]=2[CH3:39])=[O:17])[CH3:14])[CH:6]=[C:7]([C:9]([F:12])([F:10])[F:11])[CH:8]=1. The catalyst class is: 7. (2) Reactant: [Cl:1][C:2]1[CH:11]=[C:10]([C:12]([N:14]([O:16][CH3:17])[CH3:15])=[O:13])[C:9]([N:18]2[CH2:23][CH2:22][CH:21]([OH:24])[CH2:20][CH2:19]2)=[C:8]2[C:3]=1[CH:4]=[CH:5][CH:6]=[N:7]2.N1C=CN=C1.[Si:30](Cl)([C:33]([CH3:36])([CH3:35])[CH3:34])([CH3:32])[CH3:31]. Product: [Si:30]([O:24][CH:21]1[CH2:20][CH2:19][N:18]([C:9]2[C:10]([C:12]([N:14]([O:16][CH3:17])[CH3:15])=[O:13])=[CH:11][C:2]([Cl:1])=[C:3]3[C:8]=2[N:7]=[CH:6][CH:5]=[CH:4]3)[CH2:23][CH2:22]1)([C:33]([CH3:36])([CH3:35])[CH3:34])([CH3:32])[CH3:31]. The catalyst class is: 9. (3) Reactant: [F:1][C:2]1[CH:7]=[CH:6][C:5]([N:8]2[C:13](=[O:14])[CH:12]=[CH:11][C:10]([C:15](O)=[O:16])=[CH:9]2)=[CH:4][CH:3]=1.CCN(CC)CC.ClC(OCC)=O.[BH4-].[Na+]. Product: [F:1][C:2]1[CH:7]=[CH:6][C:5]([N:8]2[CH:9]=[C:10]([CH2:15][OH:16])[CH:11]=[CH:12][C:13]2=[O:14])=[CH:4][CH:3]=1. The catalyst class is: 1. (4) Reactant: [NH:1]1[CH:5]=[CH:4][N:3]=[C:2]1[CH2:6][NH:7][CH2:8][C:9]1[CH:30]=[CH:29][C:12]2[N:13]=[C:14]([CH2:19][CH2:20][CH2:21][CH2:22][N:23]3[CH2:28][CH2:27][CH2:26][CH2:25][CH2:24]3)[N:15]([CH2:16][CH2:17][CH3:18])[C:11]=2[CH:10]=1.[CH3:31][N:32]1[CH:36]=[CH:35][N:34]=[C:33]1[CH:37]=O.C([BH3-])#N.[Na+].C(O)(=O)C. Product: [NH:3]1[CH:4]=[CH:5][N:1]=[C:2]1[CH2:6][N:7]([CH2:37][C:33]1[N:32]([CH3:31])[CH:36]=[CH:35][N:34]=1)[CH2:8][C:9]1[CH:30]=[CH:29][C:12]2[N:13]=[C:14]([CH2:19][CH2:20][CH2:21][CH2:22][N:23]3[CH2:28][CH2:27][CH2:26][CH2:25][CH2:24]3)[N:15]([CH2:16][CH2:17][CH3:18])[C:11]=2[CH:10]=1. The catalyst class is: 5. (5) Reactant: [Br:1][C:2]1[CH:3]=[CH:4][C:5]([OH:16])=[C:6]([CH:15]=1)[C:7]([C:9]1[CH:14]=[CH:13][CH:12]=[CH:11][CH:10]=1)=[O:8].[C:17]12(O)[CH2:26][CH:21]3[CH2:22][CH:23]([CH2:25][CH:19]([CH2:20]3)[CH2:18]1)[CH2:24]2.S(=O)(=O)(O)O.C(=O)(O)[O-].[Na+]. Product: [C:17]12([C:4]3[C:5]([OH:16])=[C:6]([CH:15]=[C:2]([Br:1])[CH:3]=3)[C:7]([C:9]3[CH:14]=[CH:13][CH:12]=[CH:11][CH:10]=3)=[O:8])[CH2:26][CH:21]3[CH2:22][CH:23]([CH2:25][CH:19]([CH2:20]3)[CH2:18]1)[CH2:24]2. The catalyst class is: 4.